From a dataset of NCI-60 drug combinations with 297,098 pairs across 59 cell lines. Regression. Given two drug SMILES strings and cell line genomic features, predict the synergy score measuring deviation from expected non-interaction effect. (1) Drug 1: C1=CC(=CC=C1C#N)C(C2=CC=C(C=C2)C#N)N3C=NC=N3. Drug 2: C1CN(P(=O)(OC1)NCCCl)CCCl. Cell line: OVCAR3. Synergy scores: CSS=-2.27, Synergy_ZIP=5.98, Synergy_Bliss=9.56, Synergy_Loewe=-3.10, Synergy_HSA=-2.94. (2) Drug 1: CC1=C2C(C(=O)C3(C(CC4C(C3C(C(C2(C)C)(CC1OC(=O)C(C(C5=CC=CC=C5)NC(=O)OC(C)(C)C)O)O)OC(=O)C6=CC=CC=C6)(CO4)OC(=O)C)OC)C)OC. Drug 2: CN1CCC(CC1)COC2=C(C=C3C(=C2)N=CN=C3NC4=C(C=C(C=C4)Br)F)OC. Cell line: HS 578T. Synergy scores: CSS=59.3, Synergy_ZIP=10.3, Synergy_Bliss=9.09, Synergy_Loewe=-26.9, Synergy_HSA=6.07. (3) Drug 1: CC(CN1CC(=O)NC(=O)C1)N2CC(=O)NC(=O)C2. Drug 2: C1=NC(=NC(=O)N1C2C(C(C(O2)CO)O)O)N. Cell line: UACC62. Synergy scores: CSS=25.6, Synergy_ZIP=-4.20, Synergy_Bliss=2.31, Synergy_Loewe=4.86, Synergy_HSA=5.90. (4) Drug 1: CN1CCC(CC1)COC2=C(C=C3C(=C2)N=CN=C3NC4=C(C=C(C=C4)Br)F)OC. Drug 2: C1=CC=C(C=C1)NC(=O)CCCCCCC(=O)NO. Cell line: HOP-92. Synergy scores: CSS=28.3, Synergy_ZIP=0.573, Synergy_Bliss=0.0964, Synergy_Loewe=3.11, Synergy_HSA=3.50. (5) Drug 1: C1C(C(OC1N2C=NC3=C(N=C(N=C32)Cl)N)CO)O. Drug 2: CC1CCCC2(C(O2)CC(NC(=O)CC(C(C(=O)C(C1O)C)(C)C)O)C(=CC3=CSC(=N3)C)C)C. Cell line: CAKI-1. Synergy scores: CSS=42.2, Synergy_ZIP=-5.83, Synergy_Bliss=-6.66, Synergy_Loewe=-3.23, Synergy_HSA=0.247. (6) Drug 1: CC(C)NC(=O)C1=CC=C(C=C1)CNNC.Cl. Drug 2: CC1C(C(CC(O1)OC2CC(CC3=C2C(=C4C(=C3O)C(=O)C5=CC=CC=C5C4=O)O)(C(=O)C)O)N)O. Cell line: HT29. Synergy scores: CSS=33.2, Synergy_ZIP=4.08, Synergy_Bliss=4.16, Synergy_Loewe=-24.3, Synergy_HSA=3.54. (7) Drug 1: C1=NC2=C(N=C(N=C2N1C3C(C(C(O3)CO)O)F)Cl)N. Drug 2: C1CCC(C(C1)N)N.C(=O)(C(=O)[O-])[O-].[Pt+4]. Cell line: ACHN. Synergy scores: CSS=29.4, Synergy_ZIP=-0.159, Synergy_Bliss=-0.201, Synergy_Loewe=-0.0229, Synergy_HSA=1.13. (8) Drug 1: C1=NC(=NC(=O)N1C2C(C(C(O2)CO)O)O)N. Drug 2: CC1=C(N=C(N=C1N)C(CC(=O)N)NCC(C(=O)N)N)C(=O)NC(C(C2=CN=CN2)OC3C(C(C(C(O3)CO)O)O)OC4C(C(C(C(O4)CO)O)OC(=O)N)O)C(=O)NC(C)C(C(C)C(=O)NC(C(C)O)C(=O)NCCC5=NC(=CS5)C6=NC(=CS6)C(=O)NCCC[S+](C)C)O. Cell line: CCRF-CEM. Synergy scores: CSS=39.4, Synergy_ZIP=8.41, Synergy_Bliss=10.6, Synergy_Loewe=5.77, Synergy_HSA=9.40. (9) Drug 1: CN1CCC(CC1)COC2=C(C=C3C(=C2)N=CN=C3NC4=C(C=C(C=C4)Br)F)OC. Drug 2: C(CCl)NC(=O)N(CCCl)N=O. Cell line: BT-549. Synergy scores: CSS=-0.475, Synergy_ZIP=0.592, Synergy_Bliss=1.77, Synergy_Loewe=-2.27, Synergy_HSA=-1.57. (10) Drug 1: CC(C)NC(=O)C1=CC=C(C=C1)CNNC.Cl. Drug 2: COC1=C2C(=CC3=C1OC=C3)C=CC(=O)O2. Cell line: ACHN. Synergy scores: CSS=1.34, Synergy_ZIP=-1.50, Synergy_Bliss=-2.17, Synergy_Loewe=0.769, Synergy_HSA=-0.728.